Task: Predict the reaction yield, written as a fraction of the theoretical maximum amount of product (1.0 means a 100% yield; for example, 0.34 means a 34% yield).. Dataset: Reaction yield outcomes from USPTO patents with 853,638 reactions The yield is 0.850. The catalyst is C(O)(=O)C.[Fe]. The reactants are C([O:3][C:4](=O)[CH2:5][O:6][C:7]1[C:12]([N+:13]([O-])=O)=[CH:11][C:10]([Br:16])=[CH:9][N:8]=1)C. The product is [Br:16][C:10]1[CH:11]=[C:12]2[C:7]([O:6][CH2:5][C:4](=[O:3])[NH:13]2)=[N:8][CH:9]=1.